From a dataset of Peptide-MHC class I binding affinity with 185,985 pairs from IEDB/IMGT. Regression. Given a peptide amino acid sequence and an MHC pseudo amino acid sequence, predict their binding affinity value. This is MHC class I binding data. (1) The peptide sequence is FTNLLSKNT. The MHC is HLA-A02:01 with pseudo-sequence HLA-A02:01. The binding affinity (normalized) is 0.124. (2) The peptide sequence is RRFTQAIYD. The MHC is HLA-B39:01 with pseudo-sequence HLA-B39:01. The binding affinity (normalized) is 0.0847. (3) The peptide sequence is TSTLQEQIGW. The MHC is Mamu-A2201 with pseudo-sequence YYSEYRNIYAETYESNLYLRYDSYTWAARAYEWY. The binding affinity (normalized) is 0. (4) The peptide sequence is TTPDFPQL. The MHC is H-2-Db with pseudo-sequence H-2-Db. The binding affinity (normalized) is 0. (5) The MHC is HLA-B83:01 with pseudo-sequence HLA-B83:01. The peptide sequence is RLYQYSFAK. The binding affinity (normalized) is 0.213.